Dataset: Catalyst prediction with 721,799 reactions and 888 catalyst types from USPTO. Task: Predict which catalyst facilitates the given reaction. (1) The catalyst class is: 18. Reactant: Cl.[O:2]=[C:3]1[NH:12][C:11]2[N:10]=[CH:9][C:8]([CH:13]=[CH:14][C:15]([OH:17])=O)=[CH:7][C:6]=2[CH2:5][CH2:4]1.[CH3:18][NH:19][C@@H:20]([C:22]1[O:23][C:24]2[CH:32]=[CH:31][CH:30]=[CH:29][C:25]=2[C:26]=1[CH2:27][CH3:28])[CH3:21].CCN=C=NCCCN(C)C.C1C=CC2N(O)N=NC=2C=1.CCN(C(C)C)C(C)C. Product: [CH3:18][N:19]([C@@H:20]([C:22]1[O:23][C:24]2[CH:32]=[CH:31][CH:30]=[CH:29][C:25]=2[C:26]=1[CH2:27][CH3:28])[CH3:21])[C:15](=[O:17])[CH:14]=[CH:13][C:8]1[CH:9]=[N:10][C:11]2[NH:12][C:3](=[O:2])[CH2:4][CH2:5][C:6]=2[CH:7]=1. (2) Reactant: [Br:1][C:2]1[CH:12]=[C:11]2[C:5]([CH:6]3[CH2:14][CH:8]([NH:9][C:10]2=O)[CH2:7]3)=[CH:4][C:3]=1[F:15].P(Cl)(Cl)(Cl)(Cl)[Cl:17]. Product: [Br:1][C:2]1[CH:12]=[C:11]2[C:5]([CH:6]3[CH2:14][CH:8]([N:9]=[C:10]2[Cl:17])[CH2:7]3)=[CH:4][C:3]=1[F:15]. The catalyst class is: 691. (3) Reactant: C1(P(C2C=CC=CC=2)C2C=CC=CC=2)C=CC=CC=1.BrN1C(=O)CCC1=O.[Cl:28][C:29]1[CH:30]=[C:31]([CH:41]([CH2:45][CH:46]2[CH2:50][CH2:49][CH2:48][CH2:47]2)[C:42](O)=[O:43])[CH:32]=[CH:33][C:34]=1[N:35]1[C:39]([CH3:40])=[N:38][N:37]=[N:36]1.[NH2:51][C:52]1[S:53][CH:54]=[CH:55][N:56]=1. Product: [Cl:28][C:29]1[CH:30]=[C:31]([CH:41]([CH2:45][CH:46]2[CH2:47][CH2:48][CH2:49][CH2:50]2)[C:42]([NH:51][C:52]2[S:53][CH:54]=[CH:55][N:56]=2)=[O:43])[CH:32]=[CH:33][C:34]=1[N:35]1[C:39]([CH3:40])=[N:38][N:37]=[N:36]1. The catalyst class is: 2. (4) Reactant: C([O:8][C:9]1[C:10](=[O:70])[N:11]([CH3:69])[CH:12]=[CH:13][C:14]=1[C:15]([NH:17][CH2:18][CH2:19][N:20]([CH2:48][CH2:49][NH:50][C:51]([C:53]1[CH:58]=[CH:57][N:56]([CH3:59])[C:55](=[O:60])[C:54]=1[O:61]CC1C=CC=CC=1)=[O:52])[CH2:21][CH:22]([NH:29][C:30]([C:32]1[CH:37]=[CH:36][N:35]([CH3:38])[C:34](=[O:39])[C:33]=1[O:40]CC1C=CC=CC=1)=[O:31])[CH2:23][CH2:24][CH2:25][C:26]([OH:28])=[O:27])=[O:16])C1C=CC=CC=1.Cl. Product: [OH:61][C:54]1[C:55](=[O:60])[N:56]([CH3:59])[CH:57]=[CH:58][C:53]=1[C:51]([NH:50][CH2:49][CH2:48][N:20]([CH2:19][CH2:18][NH:17][C:15]([C:14]1[CH:13]=[CH:12][N:11]([CH3:69])[C:10](=[O:70])[C:9]=1[OH:8])=[O:16])[CH2:21][CH:22]([NH:29][C:30]([C:32]1[CH:37]=[CH:36][N:35]([CH3:38])[C:34](=[O:39])[C:33]=1[OH:40])=[O:31])[CH2:23][CH2:24][CH2:25][C:26]([OH:28])=[O:27])=[O:52]. The catalyst class is: 15.